The task is: Predict which catalyst facilitates the given reaction.. This data is from Catalyst prediction with 721,799 reactions and 888 catalyst types from USPTO. (1) Reactant: [NH:1]1[CH2:4][CH2:3][C@H:2]1[C:5]([OH:7])=[O:6].[C:8](O[C:8]([O:10][C:11]([CH3:14])([CH3:13])[CH3:12])=[O:9])([O:10][C:11]([CH3:14])([CH3:13])[CH3:12])=[O:9].O1CCOCC1. Product: [C:11]([O:10][C:8]([N:1]1[CH2:4][CH2:3][CH:2]1[C:5]([OH:7])=[O:6])=[O:9])([CH3:14])([CH3:13])[CH3:12]. The catalyst class is: 6. (2) Reactant: [N+:1]([O-:4])(O)=[O:2].[CH2:5]([C:7]1[C:16]2[C:11](=[CH:12][CH:13]=[CH:14][CH:15]=2)[CH:10]=[CH:9][CH:8]=1)[CH3:6]. Product: [CH2:5]([C:7]1[C:16]2[C:11](=[CH:12][CH:13]=[CH:14][CH:15]=2)[C:10]([N+:1]([O-:4])=[O:2])=[CH:9][CH:8]=1)[CH3:6]. The catalyst class is: 6. (3) Reactant: [CH3:1][C:2]1[N:7]=[C:6]([SH:8])[N:5]=[C:4]([OH:9])[CH:3]=1.C(=O)([O-])[O-].[K+].[K+].Br[CH2:17][N:18]1[C:22]([Cl:23])=[CH:21][CH:20]=[N:19]1. Product: [Cl:23][C:22]1[N:18]([CH2:17][S:8][C:6]2[N:5]=[C:4]([OH:9])[CH:3]=[C:2]([CH3:1])[N:7]=2)[N:19]=[CH:20][CH:21]=1. The catalyst class is: 3. (4) Product: [N:18]1[CH:17]=[CH:16][C:15]([C:14]2[C:10]([C:6]3[CH:5]=[C:4]([NH2:1])[CH:9]=[CH:8][CH:7]=3)=[N:11][NH:12][CH:13]=2)=[CH:20][CH:19]=1. The catalyst class is: 19. Reactant: [N+:1]([C:4]1[CH:5]=[C:6]([C:10]2[C:14]([C:15]3[CH:20]=[CH:19][N:18]=[CH:17][CH:16]=3)=[CH:13][NH:12][N:11]=2)[CH:7]=[CH:8][CH:9]=1)([O-])=O.